This data is from NCI-60 drug combinations with 297,098 pairs across 59 cell lines. The task is: Regression. Given two drug SMILES strings and cell line genomic features, predict the synergy score measuring deviation from expected non-interaction effect. Drug 1: CCC1=CC2CC(C3=C(CN(C2)C1)C4=CC=CC=C4N3)(C5=C(C=C6C(=C5)C78CCN9C7C(C=CC9)(C(C(C8N6C)(C(=O)OC)O)OC(=O)C)CC)OC)C(=O)OC.C(C(C(=O)O)O)(C(=O)O)O. Drug 2: CC1C(C(=O)NC(C(=O)N2CCCC2C(=O)N(CC(=O)N(C(C(=O)O1)C(C)C)C)C)C(C)C)NC(=O)C3=C4C(=C(C=C3)C)OC5=C(C(=O)C(=C(C5=N4)C(=O)NC6C(OC(=O)C(N(C(=O)CN(C(=O)C7CCCN7C(=O)C(NC6=O)C(C)C)C)C)C(C)C)C)N)C. Cell line: UO-31. Synergy scores: CSS=5.69, Synergy_ZIP=-0.961, Synergy_Bliss=2.11, Synergy_Loewe=0.904, Synergy_HSA=0.936.